Dataset: Full USPTO retrosynthesis dataset with 1.9M reactions from patents (1976-2016). Task: Predict the reactants needed to synthesize the given product. Given the product [CH3:1][O:2][C:3]([C:4]1[CH:9]=[CH:8][C:7]2[O:10][C:21]([C:22]3[CH:27]=[N:26][C:25]([C:28]([F:31])([F:29])[F:30])=[CH:24][CH:23]=3)=[CH:11][C:6]=2[CH:5]=1)=[O:13], predict the reactants needed to synthesize it. The reactants are: [CH3:1][O:2][C:3](=[O:13])[C:4]1[CH:9]=[CH:8][C:7]([OH:10])=[C:6]([CH:11]=O)[CH:5]=1.C(=O)([O-])[O-].[K+].[K+].Br[CH2:21][C:22]1[CH:23]=[CH:24][C:25]([C:28]([F:31])([F:30])[F:29])=[N:26][CH:27]=1.